From a dataset of Reaction yield outcomes from USPTO patents with 853,638 reactions. Predict the reaction yield, written as a fraction of the theoretical maximum amount of product (1.0 means a 100% yield; for example, 0.34 means a 34% yield). (1) The reactants are [CH2:1]([CH:3]([CH2:29][CH2:30][CH2:31][CH3:32])[CH2:4][C:5]1[CH:6]=[C:7]2[C:28]3[CH:27]=[CH:26][S:25][C:24]=3[C:20]3[S:21][CH:22]=[CH:23][C:19]=3[C:8]2=[CH:9][C:10]=1[CH2:11][CH:12]([CH2:17][CH3:18])[CH2:13][CH2:14][CH2:15][CH3:16])[CH3:2].C([Li])(C)(C)C.[CH3:38][Sn:39](Cl)([CH3:41])[CH3:40]. The catalyst is C(OCC)C. The product is [CH2:1]([CH:3]([CH2:29][CH2:30][CH2:31][CH3:32])[CH2:4][C:5]1[CH:6]=[C:7]2[C:28]3[CH:27]=[C:26]([Sn:39]([CH3:41])([CH3:40])[CH3:38])[S:25][C:24]=3[C:20]3[S:21][C:22]([Sn:39]([CH3:41])([CH3:40])[CH3:38])=[CH:23][C:19]=3[C:8]2=[CH:9][C:10]=1[CH2:11][CH:12]([CH2:17][CH3:18])[CH2:13][CH2:14][CH2:15][CH3:16])[CH3:2]. The yield is 0.840. (2) The reactants are [CH2:1]([O:3][C:4]1[CH:10]=[CH:9][C:7]([NH2:8])=[CH:6][C:5]=1[F:11])[CH3:2].CCN(C(C)C)C(C)C.[C:21](OC(=O)C)(=[O:23])[CH3:22]. The catalyst is C(Cl)Cl.CN(C1C=CN=CC=1)C. The product is [CH2:1]([O:3][C:4]1[CH:10]=[CH:9][C:7]([NH:8][C:21](=[O:23])[CH3:22])=[CH:6][C:5]=1[F:11])[CH3:2]. The yield is 0.410. (3) The reactants are [NH:1]1[CH2:9][CH2:8][CH2:7][CH:3]([C:4]([NH2:6])=[O:5])[CH2:2]1.[C:10](O[C:10]([O:12][C:13]([CH3:16])([CH3:15])[CH3:14])=[O:11])([O:12][C:13]([CH3:16])([CH3:15])[CH3:14])=[O:11].[OH-].[Na+]. The catalyst is C1COCC1. The product is [C:13]([O:12][C:10]([N:1]1[CH2:9][CH2:8][CH2:7][C@@H:3]([C:4]([NH2:6])=[O:5])[CH2:2]1)=[O:11])([CH3:16])([CH3:15])[CH3:14]. The yield is 0.930. (4) The reactants are [CH:1]([C@H:4]1[N:9]([C:10]2[N:15]=[C:14]([O:16][CH3:17])[C:13]([C:18]([F:21])([F:20])[F:19])=[CH:12][N:11]=2)[CH2:8][CH2:7][N:6]2[C:22]3[CH:28]=[C:27]([S:29]([CH3:32])(=[O:31])=[O:30])[C:26]([C:33](OC)=[O:34])=[CH:25][C:23]=3[N:24]=[C:5]12)([CH3:3])[CH3:2].CC(C[AlH]CC(C)C)C.[NH4+].[Cl-]. The catalyst is C(Cl)Cl.C1(C)C=CC=CC=1. The product is [CH:1]([C@H:4]1[N:9]([C:10]2[N:15]=[C:14]([O:16][CH3:17])[C:13]([C:18]([F:21])([F:19])[F:20])=[CH:12][N:11]=2)[CH2:8][CH2:7][N:6]2[C:22]3[CH:28]=[C:27]([S:29]([CH3:32])(=[O:30])=[O:31])[C:26]([CH2:33][OH:34])=[CH:25][C:23]=3[N:24]=[C:5]12)([CH3:3])[CH3:2]. The yield is 0.246. (5) The reactants are [F:1][C:2]([C:5]1[O:9][N:8]=[C:7]([C:10]2[S:14][C:13]([S:15]([OH:18])(=O)=[O:16])=[CH:12][CH:11]=2)[CH:6]=1)([F:4])[CH3:3].CN(C)C=O.S(Cl)([Cl:26])=O. No catalyst specified. The product is [F:1][C:2]([C:5]1[O:9][N:8]=[C:7]([C:10]2[S:14][C:13]([S:15]([Cl:26])(=[O:18])=[O:16])=[CH:12][CH:11]=2)[CH:6]=1)([F:4])[CH3:3]. The yield is 0.680. (6) The reactants are C[O:2][C:3]([C:5]1[C:19]([NH:20][C:21]2[CH:26]=[CH:25][C:24]([Br:27])=[CH:23][C:22]=2[Cl:28])=[C:18]([F:29])[C:8]2[N:9]=[CH:10][N:11]([CH2:12][CH2:13][S:14]([CH3:17])(=[O:16])=[O:15])[C:7]=2[CH:6]=1)=O.[BH4-].[Na+]. The catalyst is CCO.C1COCC1. The product is [Br:27][C:24]1[CH:25]=[CH:26][C:21]([NH:20][C:19]2[C:5]([CH2:3][OH:2])=[CH:6][C:7]3[N:11]([CH2:12][CH2:13][S:14]([CH3:17])(=[O:16])=[O:15])[CH:10]=[N:9][C:8]=3[C:18]=2[F:29])=[C:22]([Cl:28])[CH:23]=1. The yield is 0.790. (7) The reactants are C[N+]1([O-])CC[O:5]CC1.O[CH:10]1[C:16]([OH:40])([C:17]2[S:18][C:19]([C:22]3[CH:27]=[C:26]([NH:28][C:29]4[N:34]=[C:33]([C:35]([F:38])([F:37])[F:36])[CH:32]=[CH:31][N:30]=4)[CH:25]=[C:24]([CH3:39])[CH:23]=3)=[CH:20][N:21]=2)[CH2:15][CH2:14][NH:13][C:12](=[O:41])[CH2:11]1. The catalyst is CC(C)=O.O.[Os](=O)(=O)(=O)=O. The product is [OH:40][C:16]1([C:17]2[S:18][C:19]([C:22]3[CH:27]=[C:26]([NH:28][C:29]4[N:34]=[C:33]([C:35]([F:36])([F:38])[F:37])[CH:32]=[CH:31][N:30]=4)[CH:25]=[C:24]([CH3:39])[CH:23]=3)=[CH:20][N:21]=2)[CH:15]([OH:5])[CH2:14][NH:13][C:12](=[O:41])[CH2:11][CH2:10]1. The yield is 0.370. (8) The reactants are C1CCN(CCCN2CC3C4C=CC(F)=CC=4C(NC=3CC2)=O)CC1.[CH2:26]([N:33]1[C:41]2[CH:40]=[CH:39][CH:38]=[C:37]([C:42]([O:44]C)=[O:43])[C:36]=2[C:35]([CH2:46][CH2:47][NH:48][C@@H:49]2[CH:54]3[CH2:55][CH2:56][N:51]([CH2:52][CH2:53]3)[CH2:50]2)=[N:34]1)[C:27]1[CH:32]=[CH:31][CH:30]=[CH:29][CH:28]=1.O.[OH-].[Li+:59]. No catalyst specified. The product is [CH2:26]([N:33]1[C:41]2[CH:40]=[CH:39][CH:38]=[C:37]([C:42]([O-:44])=[O:43])[C:36]=2[C:35]([CH2:46][CH2:47][NH:48][C@@H:49]2[CH:54]3[CH2:55][CH2:56][N:51]([CH2:52][CH2:53]3)[CH2:50]2)=[N:34]1)[C:27]1[CH:28]=[CH:29][CH:30]=[CH:31][CH:32]=1.[Li+:59]. The yield is 1.00. (9) The reactants are [Cl:1][C:2]1[S:6][C:5]([S:7]([NH:10][C:11]2[CH:19]=[CH:18][C:14]([C:15]([OH:17])=[O:16])=[C:13]([OH:20])[CH:12]=2)(=[O:9])=[O:8])=[CH:4][C:3]=1[C:21]1[CH:26]=[C:25]([F:27])[CH:24]=[CH:23][C:22]=1[OH:28].O[CH:30]1[CH2:34][CH2:33][O:32][CH2:31]1. No catalyst specified. The product is [Cl:1][C:2]1[S:6][C:5]([S:7]([NH:10][C:11]2[CH:19]=[CH:18][C:14]([C:15]([O:17][CH:30]3[CH2:34][CH2:33][O:32][CH2:31]3)=[O:16])=[C:13]([OH:20])[CH:12]=2)(=[O:9])=[O:8])=[CH:4][C:3]=1[C:21]1[CH:26]=[C:25]([F:27])[CH:24]=[CH:23][C:22]=1[OH:28]. The yield is 0.390. (10) The reactants are Br[Mg][CH:3]1[CH2:5][CH2:4]1.Br[C:7]1[CH:16]=[CH:15][C:10]([C:11]([O:13][CH3:14])=[O:12])=[C:9]([CH2:17][CH3:18])[CH:8]=1. The catalyst is O1CCCC1.[Zn+2].[Br-].[Br-].C1C=CC(P(C2C=CC=CC=2)[C-]2C=CC=C2)=CC=1.C1C=CC(P(C2C=CC=CC=2)[C-]2C=CC=C2)=CC=1.Cl[Pd]Cl.[Fe+2]. The product is [CH:3]1([C:7]2[CH:16]=[CH:15][C:10]([C:11]([O:13][CH3:14])=[O:12])=[C:9]([CH2:17][CH3:18])[CH:8]=2)[CH2:5][CH2:4]1. The yield is 0.890.